Dataset: Catalyst prediction with 721,799 reactions and 888 catalyst types from USPTO. Task: Predict which catalyst facilitates the given reaction. Reactant: [Cl:1][C:2]1[CH:7]=[C:6]([N+:8]([O-:10])=[O:9])[CH:5]=[CH:4][C:3]=1[N:11]1[CH2:16][CH2:15][N:14](C(OC(C)(C)C)=O)[CH2:13][C@@H:12]1[CH3:24].C(O)(C(F)(F)F)=O. Product: [Cl:1][C:2]1[CH:7]=[C:6]([N+:8]([O-:10])=[O:9])[CH:5]=[CH:4][C:3]=1[N:11]1[CH2:16][CH2:15][NH:14][CH2:13][C@@H:12]1[CH3:24]. The catalyst class is: 2.